This data is from Peptide-MHC class I binding affinity with 185,985 pairs from IEDB/IMGT. The task is: Regression. Given a peptide amino acid sequence and an MHC pseudo amino acid sequence, predict their binding affinity value. This is MHC class I binding data. (1) The peptide sequence is YTAKYPNLND. The MHC is Mamu-A01 with pseudo-sequence Mamu-A01. The binding affinity (normalized) is 0.107. (2) The peptide sequence is FIYFGKKQY. The MHC is HLA-B58:01 with pseudo-sequence HLA-B58:01. The binding affinity (normalized) is 0.0847. (3) The peptide sequence is QQLYTSPSF. The MHC is HLA-B27:05 with pseudo-sequence HLA-B27:05. The binding affinity (normalized) is 0.339. (4) The MHC is HLA-B35:01 with pseudo-sequence HLA-B35:01. The peptide sequence is MEFEPFQSL. The binding affinity (normalized) is 0.0847. (5) The peptide sequence is TFLESSFDIK. The MHC is HLA-A31:01 with pseudo-sequence HLA-A31:01. The binding affinity (normalized) is 0.149. (6) The peptide sequence is AVDLYHFLK. The MHC is HLA-B18:01 with pseudo-sequence HLA-B18:01. The binding affinity (normalized) is 0.432.